Dataset: TCR-epitope binding with 47,182 pairs between 192 epitopes and 23,139 TCRs. Task: Binary Classification. Given a T-cell receptor sequence (or CDR3 region) and an epitope sequence, predict whether binding occurs between them. (1) The epitope is YLNTLTLAV. The TCR CDR3 sequence is CSVRTGVGNEQFF. Result: 1 (the TCR binds to the epitope). (2) The epitope is RILGAGCFV. The TCR CDR3 sequence is CASSPQRNTEAFF. Result: 0 (the TCR does not bind to the epitope).